This data is from Catalyst prediction with 721,799 reactions and 888 catalyst types from USPTO. The task is: Predict which catalyst facilitates the given reaction. (1) Reactant: [Cl:1][C:2]1[C:3]([N+:11]([O-:13])=[O:12])=[C:4]([CH:8]=[CH:9][CH:10]=1)[C:5]([OH:7])=O.[PH:14]1(=[O:23])[O:21][CH2:20][CH2:19]C(N)[CH2:17][CH2:16][O:15]1.[CH:24]([N:27](C(C)C)CC)(C)C. Product: [CH2:20]([O:21][P:14]([CH2:24][NH:27][C:5](=[O:7])[C:4]1[CH:8]=[CH:9][CH:10]=[C:2]([Cl:1])[C:3]=1[N+:11]([O-:13])=[O:12])([O:15][CH2:16][CH3:17])=[O:23])[CH3:19]. The catalyst class is: 4. (2) Reactant: Cl.CC1(C)[O:7][CH:6]([CH2:8][N:9]2[C:17]([C:18]3[CH:23]=[CH:22][CH:21]=[C:20]([F:24])[CH:19]=3)=[C:16]3[C:11]([N:12]([CH3:28])[C:13](=[O:27])[N:14]([CH3:26])[C:15]3=[O:25])=[CH:10]2)[CH2:5][O:4]1.O. Product: [OH:7][CH:6]([CH2:5][OH:4])[CH2:8][N:9]1[C:17]([C:18]2[CH:23]=[CH:22][CH:21]=[C:20]([F:24])[CH:19]=2)=[C:16]2[C:11]([N:12]([CH3:28])[C:13](=[O:27])[N:14]([CH3:26])[C:15]2=[O:25])=[CH:10]1. The catalyst class is: 10. (3) Reactant: [Br:1][C:2]1[CH:3]=[C:4]2[C:9](=[CH:10][CH:11]=1)[O:8][C:7]([CH2:13][CH2:14][OH:15])([CH3:12])[CH2:6][C:5]2=[O:16].CCN(C(C)C)C(C)C.[CH2:26](Cl)[O:27][CH3:28]. Product: [Br:1][C:2]1[CH:3]=[C:4]2[C:9](=[CH:10][CH:11]=1)[O:8][C:7]([CH2:13][CH2:14][O:15][CH2:26][O:27][CH3:28])([CH3:12])[CH2:6][C:5]2=[O:16]. The catalyst class is: 2. (4) Reactant: [Cl:1][C:2]1[C:7]([C:8]2[CH:9]=[N:10][C:11]([N:14]3[CH2:19][CH2:18][C:17]([CH3:25])([C:20]([O:22]CC)=[O:21])[CH2:16][CH2:15]3)=[N:12][CH:13]=2)=[CH:6][N:5]2[C:26]([CH2:30][C:31]3[CH:36]=[CH:35][CH:34]=[CH:33][C:32]=3[O:37][CH:38]([F:40])[F:39])=[C:27]([CH3:29])[N:28]=[C:4]2[CH:3]=1.[OH-].[Na+:42]. Product: [Cl:1][C:2]1[C:7]([C:8]2[CH:9]=[N:10][C:11]([N:14]3[CH2:19][CH2:18][C:17]([CH3:25])([C:20]([O-:22])=[O:21])[CH2:16][CH2:15]3)=[N:12][CH:13]=2)=[CH:6][N:5]2[C:26]([CH2:30][C:31]3[CH:36]=[CH:35][CH:34]=[CH:33][C:32]=3[O:37][CH:38]([F:40])[F:39])=[C:27]([CH3:29])[N:28]=[C:4]2[CH:3]=1.[Na+:42]. The catalyst class is: 36. (5) Reactant: [C:1]([O:5][C:6](=[O:23])[NH:7][C:8]1[NH:12][C:11]([CH2:13][S:14][C:15]2[CH:20]=[CH:19][C:18]([Cl:21])=[CH:17][C:16]=2[NH2:22])=[N:10][N:9]=1)([CH3:4])([CH3:3])[CH3:2].[O:24]1[C:28]2[CH:29]=[CH:30][CH:31]=[CH:32][C:27]=2[CH:26]=[C:25]1[S:33](Cl)(=[O:35])=[O:34]. The catalyst class is: 17. Product: [C:1]([O:5][C:6](=[O:23])[NH:7][C:8]1[NH:12][C:11]([CH2:13][S:14][C:15]2[CH:20]=[CH:19][C:18]([Cl:21])=[CH:17][C:16]=2[NH:22][S:33]([C:25]2[O:24][C:28]3[CH:29]=[CH:30][CH:31]=[CH:32][C:27]=3[CH:26]=2)(=[O:34])=[O:35])=[N:10][N:9]=1)([CH3:4])([CH3:2])[CH3:3]. (6) Reactant: [Br:1][C:2]1[C:3]([N:23]2[CH2:27][CH2:26][O:25][C:24]2=[O:28])=[CH:4][C:5]2[O:9][C:8]([C:10]3[CH:15]=[CH:14][C:13]([F:16])=[CH:12][CH:11]=3)=[C:7]([C:17]([O:19]CC)=[O:18])[C:6]=2[CH:22]=1.[Li+].[OH-]. Product: [Br:1][C:2]1[C:3]([N:23]2[CH2:27][CH2:26][O:25][C:24]2=[O:28])=[CH:4][C:5]2[O:9][C:8]([C:10]3[CH:11]=[CH:12][C:13]([F:16])=[CH:14][CH:15]=3)=[C:7]([C:17]([OH:19])=[O:18])[C:6]=2[CH:22]=1. The catalyst class is: 38. (7) Reactant: [C:1]([O:5][C:6]([N:8]1[CH2:13][CH2:12][CH:11]([NH2:14])[CH2:10][CH2:9]1)=[O:7])([CH3:4])([CH3:3])[CH3:2].[CH3:15][O:16][C:17]([C:19]([C:22]1[CH:30]=[CH:29][C:25]([C:26](O)=[O:27])=[CH:24][CH:23]=1)([CH3:21])[CH3:20])=[O:18].Cl.CN(C)CCCN=C=NCC. Product: [C:1]([O:5][C:6]([N:8]1[CH2:13][CH2:12][CH:11]([NH:14][C:26](=[O:27])[C:25]2[CH:24]=[CH:23][C:22]([C:19]([C:17]([O:16][CH3:15])=[O:18])([CH3:21])[CH3:20])=[CH:30][CH:29]=2)[CH2:10][CH2:9]1)=[O:7])([CH3:4])([CH3:2])[CH3:3]. The catalyst class is: 64.